From a dataset of Catalyst prediction with 721,799 reactions and 888 catalyst types from USPTO. Predict which catalyst facilitates the given reaction. (1) Reactant: [OH:1][C:2]1[CH:14]=[CH:13][CH:12]=[CH:11][C:3]=1[CH:4]=[C:5]1[CH2:10][CH2:9][O:8][C:6]1=[O:7].C(=O)([O-])[O-].[K+].[K+].S(C1C=CC([N+]([O-])=O)=CC=1)(O[CH2:25][C@H:26]1[O:28][CH2:27]1)(=O)=O. Product: [O:28]1[CH2:27][C@H:26]1[CH2:25][O:1][C:2]1[CH:14]=[CH:13][CH:12]=[CH:11][C:3]=1[CH:4]=[C:5]1[CH2:10][CH2:9][O:8][C:6]1=[O:7]. The catalyst class is: 9. (2) Reactant: [Br:1][C:2]1[CH:3]=[C:4]2[C:9](=[CH:10][CH:11]=1)[N:8]=[CH:7][C:6]([OH:12])=[C:5]2[C:13](=[N:25]O)[C:14]1[CH:19]=[CH:18][C:17]([C:20]([CH3:24])([CH3:23])[C:21]#[N:22])=[CH:16][CH:15]=1.O. Product: [Br:1][C:2]1[CH:11]=[CH:10][C:9]2[N:8]=[CH:7][C:6]3[O:12][N:25]=[C:13]([C:14]4[CH:15]=[CH:16][C:17]([C:20]([CH3:24])([CH3:23])[C:21]#[N:22])=[CH:18][CH:19]=4)[C:5]=3[C:4]=2[CH:3]=1. The catalyst class is: 52. (3) Reactant: [O:1]=[C:2]1[NH:7][CH2:6][CH2:5][N:4]([C:8]([O:10][C:11]([CH3:14])([CH3:13])[CH3:12])=[O:9])[CH2:3]1.F[B-](F)(F)F.[CH2:20]([O+](CC)CC)[CH3:21].C([O-])(O)=O.[Na+]. Product: [CH2:20]([O:1][C:2]1[CH2:3][N:4]([C:8]([O:10][C:11]([CH3:14])([CH3:13])[CH3:12])=[O:9])[CH2:5][CH2:6][N:7]=1)[CH3:21]. The catalyst class is: 2. (4) Product: [Br:1][C:15]1[CH:14]=[CH:13][C:12]2[NH:11][C:10](=[O:9])[C:19]3[NH:20][CH:21]=[CH:22][C:18]=3[C:17]=2[CH:16]=1.[CH2:23]([C:25]([O-:27])=[O:26])[CH3:24]. Reactant: [Br:1]N1C(=O)CCC1=O.[O:9]=[C:10]1[C:19]2[NH:20][CH:21]=[CH:22][C:18]=2[C:17]2[CH:16]=[CH:15][CH:14]=[CH:13][C:12]=2[NH:11]1.[CH2:23]([C:25]([O-:27])=[O:26])[CH3:24]. The catalyst class is: 42.